Dataset: Forward reaction prediction with 1.9M reactions from USPTO patents (1976-2016). Task: Predict the product of the given reaction. (1) Given the reactants Cl.C[N:3](C)[CH2:4][CH2:5][CH2:6]N=C=NCC.N[C:14]1[CH:15]=[C:16]2[C:21](=[CH:22][CH:23]=1)[N:20]=[CH:19][N:18]=[C:17]2[NH:24][C:25]1[CH:30]=[CH:29][CH:28]=[C:27]([Cl:31])[CH:26]=1.C(O)(=[O:35])C=C, predict the reaction product. The product is: [Cl:31][C:27]1[CH:26]=[C:25]([NH:24][C:17]2[C:16]3[C:21](=[CH:22][C:23]([NH:3][C:4](=[O:35])[CH:5]=[CH2:6])=[CH:14][CH:15]=3)[N:20]=[CH:19][N:18]=2)[CH:30]=[CH:29][CH:28]=1. (2) Given the reactants [Cl:1][C:2]1[CH:7]=[C:6]([C:8](=O)[CH2:9][C:10]2[CH:15]=[CH:14][N:13]=[C:12]([Cl:16])[N:11]=2)[CH:5]=[CH:4][N:3]=1.[CH2:18]([NH:20][C:21]([NH2:23])=[S:22])[CH3:19], predict the reaction product. The product is: [Cl:1][C:2]1[CH:7]=[C:6]([C:8]2[N:23]=[C:21]([NH:20][CH2:18][CH3:19])[S:22][C:9]=2[C:10]2[CH:15]=[CH:14][N:13]=[C:12]([Cl:16])[N:11]=2)[CH:5]=[CH:4][N:3]=1. (3) Given the reactants [CH:1]1([CH2:7][C@@H:8]([C:10]([OH:12])=[O:11])[NH2:9])[CH2:6][CH2:5][CH2:4][CH2:3][CH2:2]1.S(Cl)([Cl:15])=O.[CH3:17]O, predict the reaction product. The product is: [ClH:15].[CH3:17][O:11][C:10](=[O:12])[C@H:8]([CH2:7][CH:1]1[CH2:6][CH2:5][CH2:4][CH2:3][CH2:2]1)[NH2:9]. (4) Given the reactants [Br:1][C:2]1[C:10]([CH3:11])=[CH:9][CH:8]=[CH:7][C:3]=1[C:4]([OH:6])=[O:5].[CH3:12]O, predict the reaction product. The product is: [Br:1][C:2]1[C:10]([CH3:11])=[CH:9][CH:8]=[CH:7][C:3]=1[C:4]([O:6][CH3:12])=[O:5]. (5) Given the reactants [C:1]1([CH:7]([C:40]2[CH:45]=[CH:44][CH:43]=[CH:42][CH:41]=2)[CH2:8][N:9]([CH2:28][C:29]2[CH:34]=[CH:33][CH:32]=[C:31]([C:35]([F:38])([F:37])[F:36])[C:30]=2[Cl:39])[CH2:10][CH2:11][CH2:12][O:13][C:14]2[C:15]([CH3:27])([CH3:26])[CH:16]([CH:20]([CH3:25])[C:21]([O:23]C)=[O:22])[CH:17]=[CH:18][CH:19]=2)[CH:6]=[CH:5][CH:4]=[CH:3][CH:2]=1.[OH-].[Na+].Cl, predict the reaction product. The product is: [C:1]1([CH:7]([C:40]2[CH:41]=[CH:42][CH:43]=[CH:44][CH:45]=2)[CH2:8][N:9]([CH2:28][C:29]2[CH:34]=[CH:33][CH:32]=[C:31]([C:35]([F:36])([F:37])[F:38])[C:30]=2[Cl:39])[CH2:10][CH2:11][CH2:12][O:13][C:14]2[C:15]([CH3:26])([CH3:27])[CH:16]([CH:20]([CH3:25])[C:21]([OH:23])=[O:22])[CH:17]=[CH:18][CH:19]=2)[CH:6]=[CH:5][CH:4]=[CH:3][CH:2]=1. (6) Given the reactants Br[C:2]1[CH:3]=[C:4]([O:11][CH3:12])[CH:5]=[C:6]2[C:10]=1[NH:9][CH:8]=[CH:7]2.CCCCCC.C([Li])CCC.[C:24](=[O:26])=[O:25].C(O)(=O)CC(CC(O)=O)(C(O)=O)O, predict the reaction product. The product is: [CH3:12][O:11][C:4]1[CH:5]=[C:6]2[C:10](=[C:2]([C:24]([OH:26])=[O:25])[CH:3]=1)[NH:9][CH:8]=[CH:7]2. (7) Given the reactants [CH3:1][O:2][CH2:3][C:4]([OH:6])=[O:5].[CH3:7][Si:8](N[Si:8]([CH3:10])([CH3:9])[CH3:7])([CH3:10])[CH3:9].[Si](Cl)(C)(C)C, predict the reaction product. The product is: [CH3:1][O:2][CH2:3][C:4]([O:6][Si:8]([CH3:10])([CH3:9])[CH3:7])=[O:5].